This data is from Reaction yield outcomes from USPTO patents with 853,638 reactions. The task is: Predict the reaction yield, written as a fraction of the theoretical maximum amount of product (1.0 means a 100% yield; for example, 0.34 means a 34% yield). (1) The reactants are [CH2:1]([N:8]([C:10]1([C:13]2[CH:18]=[CH:17][C:16]([C:19]#[CH:20])=[CH:15][CH:14]=2)[CH2:12][CH2:11]1)[CH3:9])[C:2]1[CH:7]=[CH:6][CH:5]=[CH:4][CH:3]=1.[CH2:21]([O:23][C:24](=[O:32])[C:25]1[CH:30]=[CH:29][C:28](I)=[CH:27][CH:26]=1)[CH3:22]. The catalyst is C(N(CC)CC)C.[Cu]I.Cl[Pd](Cl)([P](C1C=CC=CC=1)(C1C=CC=CC=1)C1C=CC=CC=1)[P](C1C=CC=CC=1)(C1C=CC=CC=1)C1C=CC=CC=1. The product is [CH2:1]([N:8]([CH3:9])[C:10]1([C:13]2[CH:14]=[CH:15][C:16]([C:19]#[C:20][C:28]3[CH:29]=[CH:30][C:25]([C:24]([O:23][CH2:21][CH3:22])=[O:32])=[CH:26][CH:27]=3)=[CH:17][CH:18]=2)[CH2:12][CH2:11]1)[C:2]1[CH:3]=[CH:4][CH:5]=[CH:6][CH:7]=1. The yield is 0.750. (2) The reactants are [CH:1]1(I)[CH2:6][CH2:5][CH2:4][CH2:3][CH2:2]1.[Cl-].[Li+].[Cu](C#N)C#N.[C:15]([O:19][CH3:20])(=[O:18])[C:16]#[CH:17].[I:21]I. The catalyst is O1CCCC1.[Zn].BrCCBr.C[Si](Cl)(C)C. The product is [CH3:20][O:19][C:15](=[O:18])/[C:16](/[I:21])=[CH:17]\[CH:1]1[CH2:6][CH2:5][CH2:4][CH2:3][CH2:2]1. The yield is 0.990. (3) The reactants are [CH3:1][O:2][C:3]1[CH:4]=[CH:5][C:6]2[C:12]3[C:13]([O:21][CH3:22])=[C:14]([O:19][CH3:20])[C:15]([O:17][CH3:18])=[CH:16][C:11]=3[CH2:10][CH2:9][C@H:8]([NH:23][C:24](=[O:38])[CH2:25][NH:26][C:27](=[O:37])[CH2:28][NH:29]C(OCCCC)=O)[C:7]=2[CH:39]=1.C(O)(C(F)(F)F)=O. The catalyst is ClCCl. The product is [CH3:1][O:2][C:3]1[CH:4]=[CH:5][C:6]2[C:12]3[C:13]([O:21][CH3:22])=[C:14]([O:19][CH3:20])[C:15]([O:17][CH3:18])=[CH:16][C:11]=3[CH2:10][CH2:9][C@H:8]([NH:23][C:24](=[O:38])[CH2:25][NH:26][C:27](=[O:37])[CH2:28][NH2:29])[C:7]=2[CH:39]=1. The yield is 0.650. (4) The reactants are [N+:1]([C:4]1[CH:9]=[C:8]([O:10][C:11]([F:14])([F:13])[F:12])[CH:7]=[CH:6][C:5]=1[S:15](Cl)(=[O:17])=[O:16])([O-:3])=[O:2].[N:19]1[CH:24]=[CH:23][CH:22]=[CH:21][CH:20]=1. The catalyst is CN(C1C=CN=CC=1)C.C(Cl)Cl. The product is [N+:1]([C:4]1[CH:9]=[C:8]([O:10][C:11]([F:14])([F:13])[F:12])[CH:7]=[CH:6][C:5]=1[S:15]([NH:1][C:4]1[CH:5]=[CH:6][CH:7]=[C:23]2[C:24]=1[N:19]=[CH:20][CH:21]=[CH:22]2)(=[O:17])=[O:16])([O-:3])=[O:2]. The yield is 0.350. (5) The reactants are [OH:1][CH2:2][C:3]([CH3:10])([CH3:9])[C:4]([O:6][CH2:7][CH3:8])=[O:5].C1CCN2C(=NCCC2)CC1.[C:22](=[S:24])=[S:23].[CH3:25]I. The catalyst is CN(C=O)C. The product is [CH3:9][C:3]([CH3:10])([CH2:2][O:1][C:22]([S:24][CH3:25])=[S:23])[C:4]([O:6][CH2:7][CH3:8])=[O:5]. The yield is 0.620. (6) The reactants are Cl[C:2]1[CH:7]=[C:6]([C:8]2[CH:13]=[C:12]([Cl:14])[CH:11]=[C:10]([Cl:15])[C:9]=2[Cl:16])[N:5]=[C:4]([NH2:17])[N:3]=1.[Cl:18][C:19]1[CH:24]=[CH:23][C:22]([NH2:25])=[CH:21][CH:20]=1. No catalyst specified. The product is [Cl:18][C:19]1[CH:24]=[CH:23][C:22]([NH:25][C:2]2[CH:7]=[C:6]([C:8]3[CH:13]=[C:12]([Cl:14])[CH:11]=[C:10]([Cl:15])[C:9]=3[Cl:16])[N:5]=[C:4]([NH2:17])[N:3]=2)=[CH:21][CH:20]=1. The yield is 0.420.